From a dataset of Full USPTO retrosynthesis dataset with 1.9M reactions from patents (1976-2016). Predict the reactants needed to synthesize the given product. (1) Given the product [Cl:1][C:2]1[CH:7]=[CH:6][CH:5]=[C:4]([F:8])[C:3]=1[C:9]1[NH:13][C:12](=[O:14])[N:11]([C:15]2[CH:16]=[CH:17][C:18]([O:24][CH3:25])=[C:19]([CH:23]=2)[C:20]([NH:50][CH2:45][CH:46]2[CH2:48][CH2:47]2)=[O:22])[N:10]=1, predict the reactants needed to synthesize it. The reactants are: [Cl:1][C:2]1[CH:7]=[CH:6][CH:5]=[C:4]([F:8])[C:3]=1[C:9]1[NH:13][C:12](=[O:14])[N:11]([C:15]2[CH:16]=[CH:17][C:18]([O:24][CH3:25])=[C:19]([CH:23]=2)[C:20]([OH:22])=O)[N:10]=1.C(N(C(C)C)CC)(C)C.CN(C(ON1N=[N:50][C:45]2[CH:46]=[CH:47][CH:48]=CC1=2)=[N+](C)C)C.[B-](F)(F)(F)F.C1(CN)CC1. (2) Given the product [F:2][C:3]1[CH:8]=[CH:7][C:6]([CH:9]([C:17]2[CH:18]=[CH:19][C:20]([F:23])=[CH:21][CH:22]=2)[CH:10]2[C:15](=[O:16])[CH2:14][CH2:13][N:12]([CH2:30][C:29]3[CH:32]=[C:25]([F:24])[CH:26]=[CH:27][C:28]=3[O:33][CH3:34])[CH2:11]2)=[CH:5][CH:4]=1, predict the reactants needed to synthesize it. The reactants are: Cl.[F:2][C:3]1[CH:8]=[CH:7][C:6]([CH:9]([C:17]2[CH:22]=[CH:21][C:20]([F:23])=[CH:19][CH:18]=2)[CH:10]2[C:15](=[O:16])[CH2:14][CH2:13][NH:12][CH2:11]2)=[CH:5][CH:4]=1.[F:24][C:25]1[CH:26]=[CH:27][C:28]([O:33][CH3:34])=[C:29]([CH:32]=1)[CH2:30]O.C(N(C(C)C)CC)(C)C.ClCCl. (3) Given the product [CH2:13]([O:15][C:16]([C:18]1[S:19][C:20]([CH:25]=[O:26])=[CH:21][CH:22]=1)=[O:17])[CH3:14], predict the reactants needed to synthesize it. The reactants are: C(NC(C)C)(C)C.C([Li])CCC.[CH2:13]([O:15][C:16]([C:18]1[S:19][CH:20]=[CH:21][CH:22]=1)=[O:17])[CH3:14].CN(C)[CH:25]=[O:26]. (4) Given the product [CH2:1]([C:7]1[CH:8]=[CH:9][C:10]([S:14]([Cl:13])(=[O:16])=[O:15])=[CH:11][CH:12]=1)[CH2:2][CH2:3][CH2:4][CH2:5][CH3:6], predict the reactants needed to synthesize it. The reactants are: [CH2:1]([C:7]1[CH:12]=[CH:11][CH:10]=[CH:9][CH:8]=1)[CH2:2][CH2:3][CH2:4][CH2:5][CH3:6].[Cl:13][S:14](O)(=[O:16])=[O:15]. (5) Given the product [Cl:41][C:27]1[C:26]([C:24]([N:23]([O:22][CH3:21])[CH3:40])=[O:25])=[CH:30][N:29]([CH2:31][C:32]2[CH:37]=[CH:36][C:35]([O:38][CH3:39])=[CH:34][CH:33]=2)[N:28]=1, predict the reactants needed to synthesize it. The reactants are: [Li]CCCC.C(NC(C)C)(C)C.[Li+].CC([N-]C(C)C)C.[CH3:21][O:22][N:23]([CH3:40])[C:24]([C:26]1[CH:27]=[N:28][N:29]([CH2:31][C:32]2[CH:37]=[CH:36][C:35]([O:38][CH3:39])=[CH:34][CH:33]=2)[CH:30]=1)=[O:25].[Cl:41]C(Cl)(Cl)C(Cl)(Cl)Cl.